From a dataset of Experimental lipophilicity measurements (octanol/water distribution) for 4,200 compounds from AstraZeneca. Regression/Classification. Given a drug SMILES string, predict its absorption, distribution, metabolism, or excretion properties. Task type varies by dataset: regression for continuous measurements (e.g., permeability, clearance, half-life) or binary classification for categorical outcomes (e.g., BBB penetration, CYP inhibition). For this dataset (lipophilicity_astrazeneca), we predict Y. The drug is O=S(=O)(Nc1nc(-c2ccccc2)nn1Cc1ccccc1)c1ccccc1. The Y is 1.25 logD.